Dataset: Full USPTO retrosynthesis dataset with 1.9M reactions from patents (1976-2016). Task: Predict the reactants needed to synthesize the given product. (1) Given the product [Cl:1][C:2]1[N:10]=[C:9]([N:11]([CH3:12])[S:13]([CH3:16])(=[O:15])=[O:14])[CH:8]=[C:4]([C:5]([N:23]2[C:24]3[C:20](=[CH:19][C:18]([F:17])=[CH:26][CH:25]=3)[CH2:21][CH2:22]2)=[O:7])[CH:3]=1, predict the reactants needed to synthesize it. The reactants are: [Cl:1][C:2]1[CH:3]=[C:4]([CH:8]=[C:9]([N:11]([S:13]([CH3:16])(=[O:15])=[O:14])[CH3:12])[N:10]=1)[C:5]([OH:7])=O.[F:17][C:18]1[CH:19]=[C:20]2[C:24](=[CH:25][CH:26]=1)[NH:23][CH2:22][CH2:21]2.CN(C(ON1N=NC2C=CC=CC1=2)=[N+](C)C)C.[B-](F)(F)(F)F. (2) Given the product [I:1][C:2]1[N:11]=[CH:10][C:9]2[CH2:8][CH2:7][C:6]3[C:12]([C:16]([NH2:20])=[O:18])=[N:13][N:14]([CH3:15])[C:5]=3[C:4]=2[N:3]=1, predict the reactants needed to synthesize it. The reactants are: [I:1][C:2]1[N:11]=[CH:10][C:9]2[CH2:8][CH2:7][C:6]3[C:12]([C:16]([O-:18])=O)=[N:13][N:14]([CH3:15])[C:5]=3[C:4]=2[N:3]=1.[K+].[N:20]1(C([O-])=O)C2C=CC=CC=2N=N1.[NH4+]. (3) Given the product [Cl:35][C:36]1[CH:41]=[C:40]([N:16]2[C:17]3[C:22](=[CH:21][C:20]([C:24]([N:26]4[CH2:27][CH2:28][N:29]([CH:32]([CH3:34])[CH3:33])[CH2:30][CH2:31]4)=[O:25])=[CH:19][CH:18]=3)[CH:23]=[C:15]2[C:13]([N:10]2[CH2:9][CH2:8][N:7]([S:4]([CH:1]3[CH2:2][CH2:3]3)(=[O:5])=[O:6])[CH2:12][CH2:11]2)=[O:14])[CH:39]=[CH:38][N:37]=1, predict the reactants needed to synthesize it. The reactants are: [CH:1]1([S:4]([N:7]2[CH2:12][CH2:11][N:10]([C:13]([C:15]3[NH:16][C:17]4[C:22]([CH:23]=3)=[CH:21][C:20]([C:24]([N:26]3[CH2:31][CH2:30][N:29]([CH:32]([CH3:34])[CH3:33])[CH2:28][CH2:27]3)=[O:25])=[CH:19][CH:18]=4)=[O:14])[CH2:9][CH2:8]2)(=[O:6])=[O:5])[CH2:3][CH2:2]1.[Cl:35][C:36]1[CH:41]=[C:40](B(O)O)[CH:39]=[CH:38][N:37]=1.